Dataset: Forward reaction prediction with 1.9M reactions from USPTO patents (1976-2016). Task: Predict the product of the given reaction. (1) Given the reactants [Br:1][C:2]1[C:10]2[NH:9][N:8]=[CH:7][C:6]=2[C:5]2[CH2:11][N:12]([CH2:21][CH:22]3[CH2:24][CH2:23]3)[C:13](=[O:20])[C@H:14]([CH2:16][C:17]([OH:19])=O)[CH2:15][C:4]=2[CH:3]=1.Cl.[F:26][C:27]1[CH:28]=[CH:29][CH:30]=[C:31]2[C:36]=1[NH:35][C:34](=[O:37])[C:33]([CH:38]1[CH2:43][CH2:42][NH:41][CH2:40][CH2:39]1)=[CH:32]2.ClC1C2NN=CC=2C2CN(CC(C)(C)C)C(=O)[C@@H](CC(=O)N3CCC(N4CC5C(=CC=CC=5)NC4=O)CC3)CC=2C=1, predict the reaction product. The product is: [Br:1][C:2]1[C:10]2[NH:9][N:8]=[CH:7][C:6]=2[C:5]2[CH2:11][N:12]([CH2:21][CH:22]3[CH2:24][CH2:23]3)[C:13](=[O:20])[C@H:14]([CH2:16][C:17]([N:41]3[CH2:42][CH2:43][CH:38]([C:33]4[C:34](=[O:37])[NH:35][C:36]5[C:31]([CH:32]=4)=[CH:30][CH:29]=[CH:28][C:27]=5[F:26])[CH2:39][CH2:40]3)=[O:19])[CH2:15][C:4]=2[CH:3]=1. (2) Given the reactants [F:1][C:2]1[CH:3]=[C:4]([NH:8][C:9]([NH:11][C:12]2[CH:17]=[CH:16][C:15]([C:18]3[CH:26]=[C:25]4[C:21]([C:22]([C:35]5[CH:36]=[N:37][N:38]([CH3:40])[CH:39]=5)=[N:23][N:24]4COCC[Si](C)(C)C)=[CH:20][CH:19]=3)=[CH:14][CH:13]=2)=[O:10])[CH:5]=[CH:6][CH:7]=1.Cl, predict the reaction product. The product is: [F:1][C:2]1[CH:3]=[C:4]([NH:8][C:9]([NH:11][C:12]2[CH:13]=[CH:14][C:15]([C:18]3[CH:26]=[C:25]4[C:21]([C:22]([C:35]5[CH:36]=[N:37][N:38]([CH3:40])[CH:39]=5)=[N:23][NH:24]4)=[CH:20][CH:19]=3)=[CH:16][CH:17]=2)=[O:10])[CH:5]=[CH:6][CH:7]=1. (3) Given the reactants Cl.[N:2]1[CH:7]=[CH:6][N:5]=[C:4]2[CH2:8][NH:9][CH:10]([C:12]([OH:14])=[O:13])[CH2:11][C:3]=12.[OH-].[Na+].[C:17](O[C:17]([O:19][C:20]([CH3:23])([CH3:22])[CH3:21])=[O:18])([O:19][C:20]([CH3:23])([CH3:22])[CH3:21])=[O:18].Cl, predict the reaction product. The product is: [C:20]([O:19][C:17]([N:9]1[CH:10]([C:12]([OH:14])=[O:13])[CH2:11][C:3]2[C:4](=[N:5][CH:6]=[CH:7][N:2]=2)[CH2:8]1)=[O:18])([CH3:23])([CH3:22])[CH3:21]. (4) Given the reactants [C:1]([O:5][C:6]([N:8]1[CH2:13][CH2:12][NH:11][CH2:10][CH2:9]1)=[O:7])([CH3:4])([CH3:3])[CH3:2].[ClH:14], predict the reaction product. The product is: [ClH:14].[C:1]([O:5][C:6]([N:8]1[CH2:13][CH2:12][NH:11][CH2:10][CH2:9]1)=[O:7])([CH3:4])([CH3:2])[CH3:3]. (5) Given the reactants [N:1]1([C:7](Cl)=[O:8])[CH2:6][CH2:5][O:4][CH2:3][CH2:2]1.[C:10]([CH2:12][C:13]1([N:17]2[CH:21]=[C:20]([C:22]3[CH:27]=[N:26][N:25]4[C:28]([C:31]5[CH:32]=[C:33]([NH:37][C:38]([NH:40][CH2:41][C:42]([F:45])([F:44])[F:43])=[O:39])[CH:34]=[CH:35][CH:36]=5)=[CH:29][N:30]=[C:24]4[CH:23]=3)[CH:19]=[N:18]2)[CH2:16][NH:15][CH2:14]1)#[N:11].C(N(CC)CC)C, predict the reaction product. The product is: [C:10]([CH2:12][C:13]1([N:17]2[CH:21]=[C:20]([C:22]3[CH:27]=[N:26][N:25]4[C:28]([C:31]5[CH:32]=[C:33]([NH:37][C:38]([NH:40][CH2:41][C:42]([F:44])([F:45])[F:43])=[O:39])[CH:34]=[CH:35][CH:36]=5)=[CH:29][N:30]=[C:24]4[CH:23]=3)[CH:19]=[N:18]2)[CH2:14][N:15]([C:7]([N:1]2[CH2:6][CH2:5][O:4][CH2:3][CH2:2]2)=[O:8])[CH2:16]1)#[N:11].